Dataset: Forward reaction prediction with 1.9M reactions from USPTO patents (1976-2016). Task: Predict the product of the given reaction. (1) Given the reactants O.NN.[N+:4]([C:7]1[CH:24]=[C:23]([N+:25]([O-:27])=[O:26])[CH:22]=[CH:21][C:8]=1[O:9][N:10]1C(=O)C2C(=CC=CC=2)C1=O)([O-:6])=[O:5].Cl, predict the reaction product. The product is: [N+:4]([C:7]1[CH:24]=[C:23]([N+:25]([O-:27])=[O:26])[CH:22]=[CH:21][C:8]=1[O:9][NH2:10])([O-:6])=[O:5]. (2) Given the reactants C(OC([N:8]1[CH2:13][CH2:12][O:11][C:10]2[CH:14]=[CH:15][C:16]([CH2:18][CH2:19][O:20][C:21]3[CH:40]=[CH:39][C:24]([CH2:25][C@@H:26]([C:35]([O:37][CH3:38])=[O:36])[NH:27]C(OC(C)(C)C)=O)=[CH:23][CH:22]=3)=[N:17][C:9]1=2)=O)(C)(C)C, predict the reaction product. The product is: [O:11]1[CH2:12][CH2:13][NH:8][C:9]2[N:17]=[C:16]([CH2:18][CH2:19][O:20][C:21]3[CH:40]=[CH:39][C:24]([CH2:25][C@@H:26]([C:35]([O:37][CH3:38])=[O:36])[NH2:27])=[CH:23][CH:22]=3)[CH:15]=[CH:14][C:10]1=2. (3) Given the reactants C(OC([O:8][C@@:9]12[CH2:23][C@@H:22]([C:24]([O:26][C@@H:27]3[C@:36]4([OH:37])[C@@H:31]([C@H:32]([C@@H:39]([CH3:57])[CH2:40][N:41]5[CH2:46][CH2:45][N:44]([C:47]6[N:52]=[C:51]([C:53]([F:56])([F:55])[F:54])[CH:50]=[CH:49][N:48]=6)[CH2:43][CH2:42]5)[CH2:33][CH2:34][C@H:35]4[CH3:38])[CH:30]=[C:29]([CH3:58])[C@H:28]3[O:59][C:60](=[O:62])[CH3:61])=[O:25])[N:21](C(OC(C)(C)C)=O)[C@@H:10]1[O:11][N:12]([CH3:20])[C:13]1[C:18]([Cl:19])=[CH:17][CH:16]=[CH:15][C:14]=12)=O)(C)(C)C.Cl.[C:71](=[O:74])(O)[O-:72].[Na+], predict the reaction product. The product is: [OH:72][C:71]([C:53]([F:56])([F:55])[F:54])=[O:74].[Cl:19][C:18]1[C:13]2[N:12]([CH3:20])[O:11][C@H:10]3[NH:21][C@H:22]([C:24]([O:26][C@@H:27]4[C@:36]5([OH:37])[C@@H:31]([C@H:32]([C@@H:39]([CH3:57])[CH2:40][N:41]6[CH2:42][CH2:43][N:44]([C:47]7[N:52]=[C:51]([C:53]([F:56])([F:55])[F:54])[CH:50]=[CH:49][N:48]=7)[CH2:45][CH2:46]6)[CH2:33][CH2:34][C@H:35]5[CH3:38])[CH:30]=[C:29]([CH3:58])[C@H:28]4[O:59][C:60](=[O:62])[CH3:61])=[O:25])[CH2:23][C@@:9]3([OH:8])[C:14]=2[CH:15]=[CH:16][CH:17]=1. (4) The product is: [F:15][C:16]1[CH:17]=[C:18]([NH:19][C:2]2[N:7]=[C:6]([C:8]3[CH:13]=[CH:12][N:11]=[C:10]([NH:31][C@@H:29]([CH3:30])[CH2:28][O:27][CH3:26])[N:9]=3)[N:5]=[CH:4][N:3]=2)[CH:20]=[C:21]([N+:23]([O-:25])=[O:24])[CH:22]=1. Given the reactants Cl[C:2]1[N:7]=[C:6]([C:8]2[CH:13]=[CH:12][N:11]=[C:10](Cl)[N:9]=2)[N:5]=[CH:4][N:3]=1.[F:15][C:16]1[CH:17]=[C:18]([CH:20]=[C:21]([N+:23]([O-:25])=[O:24])[CH:22]=1)[NH2:19].[CH3:26][O:27][CH2:28][C@@H:29]([NH2:31])[CH3:30], predict the reaction product. (5) Given the reactants [OH:1][CH2:2][CH2:3][CH2:4][C:5]1[CH:16]=[CH:15][C:8]([O:9][CH2:10][C@@H:11]([OH:14])[CH2:12][OH:13])=[CH:7][CH:6]=1.CO[C:19](OC)([CH3:21])[CH3:20].C1(C)C=CC(S([O-])(=O)=O)=CC=1.[NH+]1C=CC=CC=1, predict the reaction product. The product is: [CH3:20][C:19]1([CH3:21])[O:14][C@H:11]([CH2:10][O:9][C:8]2[CH:15]=[CH:16][C:5]([CH2:4][CH2:3][CH2:2][OH:1])=[CH:6][CH:7]=2)[CH2:12][O:13]1. (6) Given the reactants [F:1][C:2]1[C:7]([F:8])=[CH:6][CH:5]=[CH:4][C:3]=1[C:9]1([OH:14])[CH2:13][CH2:12][NH:11][CH2:10]1.C(=O)([O-])[O-].[K+].[K+].[F:21][C:22]([F:27])([F:26])[CH2:23][CH2:24]I, predict the reaction product. The product is: [F:1][C:2]1[C:7]([F:8])=[CH:6][CH:5]=[CH:4][C:3]=1[C:9]1([OH:14])[CH2:13][CH2:12][N:11]([CH2:24][CH2:23][C:22]([F:27])([F:26])[F:21])[CH2:10]1. (7) The product is: [NH2:1][C:2]1[C:3]2[CH:10]=[CH:9][N:8]([CH:11]3[CH2:16][CH2:15][N:14]([C:17]([O:19][C:20]([CH3:23])([CH3:22])[CH3:21])=[O:18])[CH2:13][CH2:12]3)[C:4]=2[N:5]=[CH:6][N:7]=1. Given the reactants [NH2:1][C:2]1[C:3]2[CH:10]=[CH:9][N:8]([C:11]3[CH2:12][CH2:13][N:14]([C:17]([O:19][C:20]([CH3:23])([CH3:22])[CH3:21])=[O:18])[CH2:15][CH:16]=3)[C:4]=2[N:5]=[CH:6][N:7]=1.C([O-])=O.[NH4+].C(OC(C)C)(C)C, predict the reaction product. (8) Given the reactants C(N(CC)CC)C.[NH2:8][C:9]1[N:10]=[C:11]([C:26]2[CH:31]=[CH:30][CH:29]=[CH:28][CH:27]=2)[C:12]([C:16]2[CH:17]=[CH:18][C:19](=[O:25])[N:20]([CH:22]([CH3:24])[CH3:23])[N:21]=2)=[N:13][C:14]=1Br.[C:32]([Si:34]([CH3:37])([CH3:36])[CH3:35])#[CH:33].O, predict the reaction product. The product is: [NH2:8][C:9]1[N:10]=[C:11]([C:26]2[CH:31]=[CH:30][CH:29]=[CH:28][CH:27]=2)[C:12]([C:16]2[CH:17]=[CH:18][C:19](=[O:25])[N:20]([CH:22]([CH3:24])[CH3:23])[N:21]=2)=[N:13][C:14]=1[C:33]#[C:32][Si:34]([CH3:37])([CH3:36])[CH3:35].